From a dataset of Full USPTO retrosynthesis dataset with 1.9M reactions from patents (1976-2016). Predict the reactants needed to synthesize the given product. (1) Given the product [Cl:1][C:2]1[CH:7]=[CH:6][C:5]([CH:8]=[O:9])=[C:4]([O:10][CH3:11])[CH:3]=1, predict the reactants needed to synthesize it. The reactants are: [Cl:1][C:2]1[CH:7]=[CH:6][C:5]([CH2:8][OH:9])=[C:4]([O:10][CH3:11])[CH:3]=1.CN1CCOCC1. (2) Given the product [NH2:1][C:4]1[CH:5]=[CH:6][C:7]2[NH:8][C:9]3[C:14]([S:15][C:16]=2[CH:17]=1)=[CH:13][CH:12]=[CH:11][CH:10]=3, predict the reactants needed to synthesize it. The reactants are: [N+:1]([C:4]1[CH:5]=[CH:6][C:7]2[NH:8][C:9]3[C:14]([S:15][C:16]=2[CH:17]=1)=[CH:13][CH:12]=[CH:11][CH:10]=3)([O-])=O. (3) Given the product [NH2:23][C:18]1[C:17]([CH3:27])=[CH:16][C:15]([Cl:14])=[CH:26][C:19]=1[C:20]([N:1]=[S:9]([CH2:10][CH3:11])[CH2:7][CH3:8])=[O:21], predict the reactants needed to synthesize it. The reactants are: [NH2:1]OS(O)(=O)=O.[CH2:7]([S:9][CH2:10][CH3:11])[CH3:8].[OH-].[Na+].[Cl:14][C:15]1[CH:16]=[C:17]([CH3:27])[C:18]2[NH:23]C(=O)[O:21][C:20](=O)[C:19]=2[CH:26]=1. (4) Given the product [Cl:6][C:7]1[CH:8]=[CH:9][C:10]2[N:11]([C:13]([CH2:16][C:18]3[CH:19]=[C:20]4[C:25](=[CH:26][C:27]=3[F:28])[N:24]=[CH:23][CH:22]=[CH:21]4)=[CH:14][N:15]=2)[N:12]=1, predict the reactants needed to synthesize it. The reactants are: II.O[PH2]=O.[Cl:6][C:7]1[CH:8]=[CH:9][C:10]2[N:11]([C:13]([CH:16]([C:18]3[CH:19]=[C:20]4[C:25](=[CH:26][C:27]=3[F:28])[N:24]=[CH:23][CH:22]=[CH:21]4)O)=[CH:14][N:15]=2)[N:12]=1. (5) Given the product [CH3:2][O:3][C:4](=[O:8])[CH:5]([N:6]=[CH:15][C:16]1[CH:21]=[CH:20][CH:19]=[CH:18][CH:17]=1)[CH3:7], predict the reactants needed to synthesize it. The reactants are: Cl.[CH3:2][O:3][C:4](=[O:8])[C@H:5]([CH3:7])[NH2:6].S([O-])([O-])(=O)=O.[Mg+2].[CH:15](=O)[C:16]1[CH:21]=[CH:20][CH:19]=[CH:18][CH:17]=1. (6) Given the product [CH3:23][O:22][C:19]1[CH:20]=[CH:21][C:16]([CH2:15][CH:14]2[C:6]3=[N:7][C:8]4[CH:13]=[CH:12][CH:11]=[CH:10][C:9]=4[N:5]3[C:34](=[O:35])[NH:24]2)=[CH:17][CH:18]=1, predict the reactants needed to synthesize it. The reactants are: N#N.Cl.Cl.[NH:5]1[C:9]2[CH:10]=[CH:11][CH:12]=[CH:13][C:8]=2[N:7]=[C:6]1[C@H:14]([NH2:24])[CH2:15][C:16]1[CH:21]=[CH:20][C:19]([O:22][CH3:23])=[CH:18][CH:17]=1.CCN(C(C)C)C(C)C.[C:34](N1C=CN=C1)(N1C=CN=C1)=[O:35]. (7) The reactants are: [CH2:1]([O:8][C:9]([NH:11][CH2:12][CH2:13][CH2:14][C@@H:15]([C:24]([OH:26])=O)[NH:16][C:17]([O:19][C:20]([CH3:23])([CH3:22])[CH3:21])=[O:18])=[O:10])[C:2]1[CH:7]=[CH:6][CH:5]=[CH:4][CH:3]=1.[Li][CH3:28]. Given the product [C:24]([C@@H:15]([NH:16][C:17](=[O:18])[O:19][C:20]([CH3:21])([CH3:22])[CH3:23])[CH2:14][CH2:13][CH2:12][NH:11][C:9]([O:8][CH2:1][C:2]1[CH:3]=[CH:4][CH:5]=[CH:6][CH:7]=1)=[O:10])(=[O:26])[CH3:28], predict the reactants needed to synthesize it. (8) Given the product [C:12]([C:9]1[CH:10]=[CH:11][C:3]([O:2][CH3:1])=[C:4]([CH:8]=1)[C:5]([NH:37][CH2:36][C:35]1[CH:34]=[CH:33][C:32]([C:31]([F:30])([F:40])[F:41])=[CH:39][CH:38]=1)=[O:7])(=[O:14])[CH3:13], predict the reactants needed to synthesize it. The reactants are: [CH3:1][O:2][C:3]1[CH:11]=[CH:10][C:9]([C:12](=[O:14])[CH3:13])=[CH:8][C:4]=1[C:5]([OH:7])=O.C1C=CC2N(O)N=NC=2C=1.O.C(Cl)CCl.[F:30][C:31]([F:41])([F:40])[C:32]1[CH:39]=[CH:38][C:35]([CH2:36][NH2:37])=[CH:34][CH:33]=1. (9) Given the product [OH:1][C@@:2]1([C:9]#[C:10][C:11]2[CH:12]=[C:13]([C:17]3[N:18]=[C:19]([C:26]([NH2:31])=[O:28])[C:20]4[CH2:25][CH2:24][CH2:23][C:21]=4[N:22]=3)[CH:14]=[CH:15][CH:16]=2)[CH2:6][CH2:5][N:4]([CH3:7])[C:3]1=[O:8], predict the reactants needed to synthesize it. The reactants are: [OH:1][C@@:2]1([C:9]#[C:10][C:11]2[CH:12]=[C:13]([C:17]3[N:18]=[C:19]([C:26]([O:28]CC)=O)[C:20]4[CH2:25][CH2:24][CH2:23][C:21]=4[N:22]=3)[CH:14]=[CH:15][CH:16]=2)[CH2:6][CH2:5][N:4]([CH3:7])[C:3]1=[O:8].[NH3:31].